This data is from Forward reaction prediction with 1.9M reactions from USPTO patents (1976-2016). The task is: Predict the product of the given reaction. Given the reactants Cl.[CH3:2][S:3]([C:6]1[CH:11]=[CH:10][C:9]([C:12]2[CH:17]=[CH:16][C:15]([O:18][CH2:19][CH:20]3[CH2:25][CH2:24][NH:23][CH2:22][CH2:21]3)=[CH:14][CH:13]=2)=[CH:8][CH:7]=1)(=[O:5])=[O:4].C([O-])([O-])=O.[K+].[K+].O.[O:33]1[C:35]2([CH2:40][CH2:39][CH2:38][CH2:37][CH2:36]2)[CH2:34]1, predict the reaction product. The product is: [CH3:2][S:3]([C:6]1[CH:7]=[CH:8][C:9]([C:12]2[CH:17]=[CH:16][C:15]([O:18][CH2:19][CH:20]3[CH2:25][CH2:24][N:23]([CH2:34][C:35]4([OH:33])[CH2:40][CH2:39][CH2:38][CH2:37][CH2:36]4)[CH2:22][CH2:21]3)=[CH:14][CH:13]=2)=[CH:10][CH:11]=1)(=[O:5])=[O:4].